This data is from Catalyst prediction with 721,799 reactions and 888 catalyst types from USPTO. The task is: Predict which catalyst facilitates the given reaction. (1) Reactant: C([N:8]1[C:31]([CH3:33])([CH3:32])[CH2:30][O:29][C:10]2([CH2:15][CH2:14][N:13]([C:16]([C:18]3[CH:23]=[CH:22][C:21]([O:24][CH:25]([CH3:27])[CH3:26])=[C:20]([CH3:28])[CH:19]=3)=[O:17])[CH2:12][CH2:11]2)[CH2:9]1)C1C=CC=CC=1.C([O-])=O.[NH4+]. Product: [CH3:33][C:31]1([CH3:32])[CH2:30][O:29][C:10]2([CH2:11][CH2:12][N:13]([C:16]([C:18]3[CH:23]=[CH:22][C:21]([O:24][CH:25]([CH3:27])[CH3:26])=[C:20]([CH3:28])[CH:19]=3)=[O:17])[CH2:14][CH2:15]2)[CH2:9][NH:8]1. The catalyst class is: 261. (2) Reactant: [Br:1][C:2]1[CH:3]=[C:4]([CH2:8][NH:9][CH:10]2[CH2:15][CH2:14][N:13](C(OC(C)(C)C)=O)[CH2:12][CH2:11]2)[CH:5]=[CH:6][CH:7]=1.C(N(C(C)C)CC)(C)C.[CH3:32][O:33][C:34]1[CH:39]=[CH:38][C:37]([CH2:40][C:41](Cl)=[O:42])=[CH:36][CH:35]=1.O. Product: [Br:1][C:2]1[CH:3]=[C:4]([CH2:8][N:9]([CH:10]2[CH2:11][CH2:12][NH:13][CH2:14][CH2:15]2)[C:41](=[O:42])[CH2:40][C:37]2[CH:38]=[CH:39][C:34]([O:33][CH3:32])=[CH:35][CH:36]=2)[CH:5]=[CH:6][CH:7]=1. The catalyst class is: 4. (3) Reactant: [C:1]([C:3]1[CH:4]=[CH:5][C:6]([NH:9][C:10](=[O:23])[C:11]2[CH:16]=[CH:15][C:14]([N+:17]([O-])=O)=[C:13]([N+:20]([O-])=O)[CH:12]=2)=[N:7][CH:8]=1)#[N:2].C(O)(=O)C. Product: [NH2:20][C:13]1[CH:12]=[C:11]([CH:16]=[CH:15][C:14]=1[NH2:17])[C:10]([NH:9][C:6]1[CH:5]=[CH:4][C:3]([C:1]#[N:2])=[CH:8][N:7]=1)=[O:23]. The catalyst class is: 186. (4) Reactant: [C:1]1(=[O:9])[CH2:8][CH2:7][CH2:6][CH2:5][CH2:4][CH2:3][CH2:2]1.C(N(CC)CC)C.Cl[Si:18]([CH3:21])([CH3:20])[CH3:19]. Product: [C:1]1([O:9][Si:18]([CH3:21])([CH3:20])[CH3:19])[CH2:8][CH2:7][CH2:6][CH2:5][CH2:4][CH2:3][CH:2]=1. The catalyst class is: 3. (5) Reactant: C1(C)C=CC(S(O[CH2:11][C:12]([F:15])([F:14])[F:13])(=O)=O)=CC=1.[Cl:17][C:18]1[C:19]([CH2:47][N:48]2[CH2:53][CH2:52][NH:51][CH2:50][CH2:49]2)=[C:20]([C:43]([F:46])([F:45])[F:44])[CH:21]=[C:22]2[C:27]=1[NH:26][C:25](=[O:28])[N:24]([CH2:29][C:30]1[CH:35]=[C:34]([Cl:36])[CH:33]=[CH:32][C:31]=1[S:37]([CH2:40][CH3:41])(=[O:39])=[O:38])[C:23]2=[O:42].CCN(C(C)C)C(C)C. Product: [Cl:17][C:18]1[C:19]([CH2:47][N:48]2[CH2:49][CH2:50][N:51]([CH2:11][C:12]([F:15])([F:14])[F:13])[CH2:52][CH2:53]2)=[C:20]([C:43]([F:46])([F:44])[F:45])[CH:21]=[C:22]2[C:27]=1[NH:26][C:25](=[O:28])[N:24]([CH2:29][C:30]1[CH:35]=[C:34]([Cl:36])[CH:33]=[CH:32][C:31]=1[S:37]([CH2:40][CH3:41])(=[O:39])=[O:38])[C:23]2=[O:42]. The catalyst class is: 3.